This data is from Reaction yield outcomes from USPTO patents with 853,638 reactions. The task is: Predict the reaction yield, written as a fraction of the theoretical maximum amount of product (1.0 means a 100% yield; for example, 0.34 means a 34% yield). (1) The reactants are C(O[C:4](=O)[C:5](=[CH:11][NH:12][C:13]1[N:14]([CH2:18][CH3:19])[N:15]=[CH:16][CH:17]=1)[C:6]([O:8][CH2:9][CH3:10])=[O:7])C.O=P(Cl)(Cl)[Cl:23]. No catalyst specified. The product is [CH2:9]([O:8][C:6]([C:5]1[C:4]([Cl:23])=[C:17]2[CH:16]=[N:15][N:14]([CH2:18][CH3:19])[C:13]2=[N:12][CH:11]=1)=[O:7])[CH3:10]. The yield is 0.690. (2) The reactants are [Br:1][CH2:2][C:3](=O)[C@@H:4]([NH:15]C(=O)OC(C)(C)C)[CH2:5][C:6]1[CH:11]=[CH:10][C:9]([N+:12]([O-:14])=[O:13])=[CH:8][CH:7]=1.[S:24]1[CH:28]=[CH:27][CH:26]=[C:25]1[C:29](=[S:31])[NH2:30].C(OCC)C. The catalyst is CC#N. The product is [BrH:1].[N+:12]([C:9]1[CH:8]=[CH:7][C:6]([CH2:5][C@@H:4]([C:3]2[N:30]=[C:29]([C:25]3[S:24][CH:28]=[CH:27][CH:26]=3)[S:31][CH:2]=2)[NH2:15])=[CH:11][CH:10]=1)([O-:14])=[O:13]. The yield is 0.870. (3) The reactants are [NH2:1][C:2]1[CH:7]=[CH:6][C:5]([N:8]([CH2:11][CH3:12])[CH2:9][CH3:10])=[CH:4][C:3]=1[C:13]1[CH:14]=[C:15]([CH:29]=[CH:30][N:31]=1)[C:16]([NH:18][C@@H:19]1[C:28]2[C:23](=[CH:24][CH:25]=[CH:26][CH:27]=2)[CH2:22][CH2:21][CH2:20]1)=[O:17].[C:32]([O:36][C:37]([C:39]1[CH:40]=[C:41]([CH:45]=[CH:46][CH:47]=1)[C:42](O)=[O:43])=[O:38])([CH3:35])([CH3:34])[CH3:33].CCN(C(C)C)C(C)C.CN(C(ON1N=NC2C=CC=NC1=2)=[N+](C)C)C.F[P-](F)(F)(F)(F)F. The catalyst is CN(C=O)C.C(OCC)(=O)C. The product is [CH2:9]([N:8]([CH2:11][CH3:12])[C:5]1[CH:6]=[CH:7][C:2]([NH:1][C:42]([C:41]2[CH:40]=[C:39]([CH:47]=[CH:46][CH:45]=2)[C:37]([O:36][C:32]([CH3:34])([CH3:35])[CH3:33])=[O:38])=[O:43])=[C:3]([C:13]2[CH:14]=[C:15]([C:16](=[O:17])[NH:18][C@@H:19]3[C:28]4[C:23](=[CH:24][CH:25]=[CH:26][CH:27]=4)[CH2:22][CH2:21][CH2:20]3)[CH:29]=[CH:30][N:31]=2)[CH:4]=1)[CH3:10]. The yield is 0.980.